Dataset: Full USPTO retrosynthesis dataset with 1.9M reactions from patents (1976-2016). Task: Predict the reactants needed to synthesize the given product. (1) Given the product [F:1][C:2]1[CH:3]=[C:4]([C:16]2[C:21]([NH2:22])=[C:20]([NH2:23])[CH:19]=[N:18][CH:17]=2)[CH:5]=[C:6]([CH2:8][N:9]2[CH2:10][CH2:11][N:12]([CH3:15])[CH2:13][CH2:14]2)[CH:7]=1, predict the reactants needed to synthesize it. The reactants are: [F:1][C:2]1[CH:3]=[C:4]([C:16]2[CH:17]=[N:18][CH:19]=[C:20]([N+:23]([O-])=O)[C:21]=2[NH2:22])[CH:5]=[C:6]([CH2:8][N:9]2[CH2:14][CH2:13][N:12]([CH3:15])[CH2:11][CH2:10]2)[CH:7]=1. (2) Given the product [CH3:1][O:2][C:3](=[O:26])[CH:4]([C:17]1[CH:22]=[CH:21][C:20]([C:23]#[N:24])=[C:19]([NH:27][CH:28]2[CH2:33][CH2:32][CH:31]([OH:34])[CH2:30][CH2:29]2)[CH:18]=1)[C:5]1[CH:10]=[C:9]([O:11][CH3:12])[C:8]([O:13][CH3:14])=[C:7]([O:15][CH3:16])[CH:6]=1, predict the reactants needed to synthesize it. The reactants are: [CH3:1][O:2][C:3](=[O:26])[CH:4]([C:17]1[CH:22]=[CH:21][C:20]([C:23]#[N:24])=[C:19](Br)[CH:18]=1)[C:5]1[CH:10]=[C:9]([O:11][CH3:12])[C:8]([O:13][CH3:14])=[C:7]([O:15][CH3:16])[CH:6]=1.[NH2:27][C@H:28]1[CH2:33][CH2:32][C@H:31]([OH:34])[CH2:30][CH2:29]1.CC(C)([O-])C.[Na+]. (3) Given the product [NH2:1][C:2]1[CH:3]=[C:4]([CH:9]([CH:14]([CH3:16])[CH3:15])[CH2:10][C:11]([O:13][CH3:22])=[O:12])[CH:5]=[CH:6][C:7]=1[Cl:8], predict the reactants needed to synthesize it. The reactants are: [NH2:1][C:2]1[CH:3]=[C:4]([C:9]([CH:14]([CH3:16])[CH3:15])=[CH:10][C:11]([O-:13])=[O:12])[CH:5]=[CH:6][C:7]=1[Cl:8].[Mg].II.[Cl-].[NH4+].[CH3:22]O. (4) The reactants are: [NH2:1][C:2]1[CH:11]=[CH:10][CH:9]=[C:8]2[C:3]=1[CH:4]=[CH:5][N:6]([CH:13]1[CH2:18][CH2:17][N:16]([C:19]([O:21][C:22]([CH3:25])([CH3:24])[CH3:23])=[O:20])[CH2:15][CH2:14]1)[C:7]2=[O:12].CN(C)C=O.[CH:31]1([CH2:38][C:39](O)=[O:40])[CH2:37][CH2:36][CH2:35][CH2:34][CH2:33][CH2:32]1.F[P-](F)(F)(F)(F)F.C[N+](C)=C(N(C)C)ON1C2N=CC=CC=2N=N1.C(N(CC)C(C)C)(C)C. Given the product [CH:31]1([CH2:38][C:39]([NH:1][C:2]2[CH:11]=[CH:10][CH:9]=[C:8]3[C:3]=2[CH:4]=[CH:5][N:6]([CH:13]2[CH2:14][CH2:15][N:16]([C:19]([O:21][C:22]([CH3:25])([CH3:24])[CH3:23])=[O:20])[CH2:17][CH2:18]2)[C:7]3=[O:12])=[O:40])[CH2:37][CH2:36][CH2:35][CH2:34][CH2:33][CH2:32]1, predict the reactants needed to synthesize it. (5) Given the product [OH:12][C@@H:11]1[C:10]2[C:9]([CH2:13][O:14][CH3:15])=[CH:8][N:7]3[C:16]([CH3:20])=[C:17]([CH3:19])[N:18]=[C:6]3[C:5]=2[NH:4][C@H:3]([C:21]2[CH:22]=[CH:23][CH:24]=[CH:25][CH:26]=2)[C@H:2]1[OH:1], predict the reactants needed to synthesize it. The reactants are: [OH:1][C@H:2]1[C:11](=[O:12])[C:10]2[C:9]([CH2:13][O:14][CH3:15])=[CH:8][N:7]3[C:16]([CH3:20])=[C:17]([CH3:19])[N:18]=[C:6]3[C:5]=2[NH:4][C@@H:3]1[C:21]1[CH:26]=[CH:25][CH:24]=[CH:23][CH:22]=1.[BH4-].[Na+]. (6) Given the product [CH2:1]([O:5][C:6]1[CH:18]=[CH:17][C:16]([O:19][CH2:20][CH:21]([CH3:23])[CH3:22])=[CH:15][C:7]=1[C:8]([OH:10])=[O:9])[CH:2]([CH3:4])[CH3:3], predict the reactants needed to synthesize it. The reactants are: [CH2:1]([O:5][C:6]1[CH:18]=[CH:17][C:16]([O:19][CH2:20][CH:21]([CH3:23])[CH3:22])=[CH:15][C:7]=1[C:8]([O:10]CC(C)C)=[O:9])[CH:2]([CH3:4])[CH3:3].[OH-].[Na+].C(Cl)(Cl)Cl.Cl. (7) Given the product [NH2:1][C:2]1[N:27]2[N:28]=[C:29]([C:31]3[O:32][CH:33]=[CH:34][CH:35]=3)[N:3]=[C:4]2[C:5]2[CH:10]=[CH:9][N:8]([CH2:11][CH2:12][N:13]([CH3:14])[CH2:15][CH2:16][N:17]([C:19]3[CH:24]=[CH:23][C:22]([F:25])=[CH:21][C:20]=3[F:26])[CH3:18])[C:6]=2[N:7]=1, predict the reactants needed to synthesize it. The reactants are: [NH2:1][C:2]1[N:3]=[C:4]([NH:27][NH:28][C:29]([C:31]2[O:32][CH:33]=[CH:34][CH:35]=2)=O)[C:5]2[CH:10]=[CH:9][N:8]([CH2:11][CH2:12][N:13]([CH2:15][CH2:16][N:17]([C:19]3[CH:24]=[CH:23][C:22]([F:25])=[CH:21][C:20]=3[F:26])[CH3:18])[CH3:14])[C:6]=2[N:7]=1.